Dataset: Experimentally validated miRNA-target interactions with 360,000+ pairs, plus equal number of negative samples. Task: Binary Classification. Given a miRNA mature sequence and a target amino acid sequence, predict their likelihood of interaction. (1) The miRNA is hsa-miR-4770 with sequence UGAGAUGACACUGUAGCU. The protein sequence of the target gene is MEEEGGGRSCGTTRELQKLKQQAMEYYRENDVPRRLEELLNSTFYLQPADVYGHLANCFSKLAKPPTICKIVGKDVLDGLGLPTLQVDIFCTIQNFPKNVCSVVISTHFEVHENALPELAKAEEAERASAVSTAVQWVNSTITHELQGMAPSDQAEVDHLLRIFFASKVQEDKGRKELEKSLEYSTVPTPLPPVPPPPPPPPPTKKKGQKPGRKDTITEKPIAPAEPVEPVLSGSMAIGAVSLAVAKACAMLLNKPLYLNIALLKHNQEQPTTLSMPLLMVSLVSCGKSSSGKLNLMKEV.... Result: 1 (interaction). (2) The miRNA is cel-miR-230-3p with sequence GUAUUAGUUGUGCGACCAGGAGA. The protein sequence of the target gene is MWRPRWDPGILKAEALALLPCGLGMAFSQSHVMASRRHQHGRLIIEVDEYSSNPTQAFTFYNINQGRFQPPHVQMVDPVPHDAPKPPGYTRFVCVSDTHSRTDPIQMPYGDVLIHAGDFTELGLPSEVKKFNEWLGSLPYEYKIVIAGNHELTFDQEFMADLIKQDFYYFPSVSKLKPENYENVQSLLTNCIYLQDSEVTVRGFRIYGSPWQPWFYGWGFNLPRGQALLEKWNLIPEGVDILITHGPPLGFLDWVPKKMQRVGCVELLNTVQRRVQPRLHVFGHIHEGYGVMADGTTTYV.... Result: 0 (no interaction).